Dataset: Reaction yield outcomes from USPTO patents with 853,638 reactions. Task: Predict the reaction yield, written as a fraction of the theoretical maximum amount of product (1.0 means a 100% yield; for example, 0.34 means a 34% yield). The reactants are [O:1]1CCC(C(O)=O)C1.[CH:9]1([N:15]=[C:16]=[N:17][CH:18]2[CH2:23][CH2:22][CH2:21][CH2:20][CH2:19]2)[CH2:14][CH2:13][CH2:12][CH2:11][CH2:10]1.C(N(CC)CC)C. The catalyst is ClCCl. The product is [CH:18]1([NH:17][C:16]([NH:15][CH:9]2[CH2:10][CH2:11][CH2:12][CH2:13][CH2:14]2)=[O:1])[CH2:23][CH2:22][CH2:21][CH2:20][CH2:19]1. The yield is 0.100.